Dataset: Experimentally validated miRNA-target interactions with 360,000+ pairs, plus equal number of negative samples. Task: Binary Classification. Given a miRNA mature sequence and a target amino acid sequence, predict their likelihood of interaction. The miRNA is mmu-miR-466e-3p with sequence UAUACAUACACGCACACAUAAGA. The protein sequence of the target gene is MWWRDLTRLRLWLKREAIPGEGRKAAKVNAGVGEKGIYTASSRGGPPSARSKAVTVVAEGAASRSWLSMDAPELGPGLVERLEQLATCPLCGGSFEDPVLLACEHSFCRACLARRWGTPPATGTEASPTACPCCGLPCPRRSLRSNVRLAVEVRISRELREKLAEPGARAGRRRGGRIPTMGCLDLPGEDMRKTWRRFEVPTSKSSNSEDDLPEDYPVVKKMLHRLTADLTLDPGTAHRRLLISADRRSVQLAPPGTPAPPDGPKRFDQLPAVLGAQGFGAGRHCWEVETADAASCRDSS.... Result: 0 (no interaction).